From a dataset of Reaction yield outcomes from USPTO patents with 853,638 reactions. Predict the reaction yield, written as a fraction of the theoretical maximum amount of product (1.0 means a 100% yield; for example, 0.34 means a 34% yield). (1) The reactants are [CH2:1]([O:3][CH:4]=[CH:5][C:6]([O:8]CC)=[O:7])[CH3:2].[OH-].[Na+:12]. The catalyst is O. The product is [CH2:1]([O:3][CH:4]=[CH:5][C:6]([O-:8])=[O:7])[CH3:2].[Na+:12]. The yield is 0.970. (2) The yield is 0.630. The product is [Si:16]([O:23][CH:24]([C:31]1[CH:40]=[CH:39][C:38]2[C:33](=[CH:34][CH:35]=[CH:36][CH:37]=2)[CH:32]=1)[CH2:25][CH2:26][CH2:27][CH2:28][CH:29]=[CH:11][C:12]([O:14][CH3:15])=[O:13])([C:19]([CH3:20])([CH3:21])[CH3:22])([CH3:18])[CH3:17]. The catalyst is C1COCC1. The reactants are [H-].[Na+].C(OP([CH2:11][C:12]([O:14][CH3:15])=[O:13])(OCC)=O)C.[Si:16]([O:23][CH:24]([C:31]1[CH:40]=[CH:39][C:38]2[C:33](=[CH:34][CH:35]=[CH:36][CH:37]=2)[CH:32]=1)[CH2:25][CH2:26][CH2:27][CH2:28][CH:29]=O)([C:19]([CH3:22])([CH3:21])[CH3:20])([CH3:18])[CH3:17]. (3) The reactants are Cl[C:2]1[CH:7]=[C:6]([O:8][CH2:9][CH2:10][N:11]2[CH2:15][CH2:14][CH2:13][CH2:12]2)[N:5]=[C:4]([C:16]2[N:20]3[CH:21]=[C:22]([F:25])[CH:23]=[CH:24][C:19]3=[N:18][CH:17]=2)[N:3]=1.[NH2:26][C@@H:27]1[CH2:32][CH2:31][CH2:30][N:29]([C:33]([O:35][C:36]([CH3:39])([CH3:38])[CH3:37])=[O:34])[CH2:28]1.C(OC(N1CCC[C@@H](NC2N=C(C3N4C=C(F)C=CC4=NC=3)N=C(N3CCN(C(OCC4C=CC=CC=4)=O)CC3)C=2)C1)=O)(C)(C)C. The catalyst is CN1CCCC1=O. The product is [F:25][C:22]1[CH:23]=[CH:24][C:19]2[N:20]([C:16]([C:4]3[N:3]=[C:2]([NH:26][C@@H:27]4[CH2:32][CH2:31][CH2:30][N:29]([C:33]([O:35][C:36]([CH3:39])([CH3:38])[CH3:37])=[O:34])[CH2:28]4)[CH:7]=[C:6]([O:8][CH2:9][CH2:10][N:11]4[CH2:15][CH2:14][CH2:13][CH2:12]4)[N:5]=3)=[CH:17][N:18]=2)[CH:21]=1. The yield is 0.370. (4) The reactants are [OH:1][C:2]1[CH:7]=[CH:6][C:5]([C:8]2[O:9][C:10]3[C:16]([CH3:17])=[CH:15][C:14]([OH:18])=[CH:13][C:11]=3[CH:12]=2)=[CH:4][CH:3]=1.[C:19]([O-:22])(=O)[CH3:20].[Na+].[C:24](OC(=O)C)(=[O:26])[CH3:25].C(=O)(O)[O-].[Na+]. The catalyst is CO. The product is [C:24]([O:1][C:2]1[CH:7]=[CH:6][C:5]([C:8]2[O:9][C:10]3[C:16]([CH3:17])=[CH:15][C:14]([O:18][C:19](=[O:22])[CH3:20])=[CH:13][C:11]=3[CH:12]=2)=[CH:4][CH:3]=1)(=[O:26])[CH3:25]. The yield is 1.00. (5) The reactants are [Cl:1][C:2]1[CH:3]=[C:4]([C:8]#[C:9][C@@H:10]2[N:14]3[CH2:15][CH2:16][NH:17][CH2:18][C@@H:13]3[CH2:12][CH2:11]2)[CH:5]=[CH:6][CH:7]=1.Cl[C:20]1[C:25]([C:26]#[N:27])=[N:24][CH:23]=[CH:22][N:21]=1.CCN(CC)CC. The catalyst is C1COCC1. The product is [Cl:1][C:2]1[CH:3]=[C:4]([C:8]#[C:9][C@@H:10]2[N:14]3[CH2:15][CH2:16][N:17]([C:20]4[C:25]([C:26]#[N:27])=[N:24][CH:23]=[CH:22][N:21]=4)[CH2:18][C@@H:13]3[CH2:12][CH2:11]2)[CH:5]=[CH:6][CH:7]=1. The yield is 0.810. (6) The reactants are C1(O[C:8](=[O:26])[NH:9][C:10]2[CH:15]=[CH:14][CH:13]=[C:12]([CH2:16][NH:17][C:18]([O:20][C@H:21]3[CH2:25][CH2:24][O:23][CH2:22]3)=[O:19])[CH:11]=2)C=CC=CC=1.[CH3:27][O:28][C:29]1[CH:30]=[C:31]([NH2:40])[CH:32]=[CH:33][C:34]=1[C:35]1[O:39][CH:38]=[N:37][CH:36]=1. No catalyst specified. The product is [CH3:27][O:28][C:29]1[CH:30]=[C:31]([NH:40][C:8](=[O:26])[NH:9][C:10]2[CH:11]=[C:12]([CH:13]=[CH:14][CH:15]=2)[CH2:16][NH:17][C:18](=[O:19])[O:20][C@H:21]2[CH2:25][CH2:24][O:23][CH2:22]2)[CH:32]=[CH:33][C:34]=1[C:35]1[O:39][CH:38]=[N:37][CH:36]=1. The yield is 0.904. (7) The yield is 0.912. The product is [O:18]1[C:2]2([CH2:7][CH2:6][C@@H:5]([C:8]([O:10][CH3:11])=[O:9])[C@H:4]([C:12]([O:14][CH3:15])=[O:13])[CH2:3]2)[O:1][CH2:16][CH2:17]1. The catalyst is C1(C)C=CC=CC=1.CC1C=CC(S(O)(=O)=O)=CC=1. The reactants are [O:1]=[C:2]1[CH2:7][CH2:6][C@@H:5]([C:8]([O:10][CH3:11])=[O:9])[C@H:4]([C:12]([O:14][CH3:15])=[O:13])[CH2:3]1.[CH2:16](O)[CH2:17][OH:18]. (8) The reactants are [N+:1]([C:4]1[CH:5]=[N:6][NH:7][CH:8]=1)([O-:3])=[O:2].IC.[C:11]([O-])([O-])=O.[K+].[K+]. The catalyst is CC#N. The product is [CH3:11][N:6]1[CH:5]=[C:4]([N+:1]([O-:3])=[O:2])[CH:8]=[N:7]1. The yield is 0.960.